This data is from NCI-60 drug combinations with 297,098 pairs across 59 cell lines. The task is: Regression. Given two drug SMILES strings and cell line genomic features, predict the synergy score measuring deviation from expected non-interaction effect. (1) Drug 2: C1CN1P(=S)(N2CC2)N3CC3. Drug 1: CC12CCC3C(C1CCC2=O)CC(=C)C4=CC(=O)C=CC34C. Cell line: HS 578T. Synergy scores: CSS=34.7, Synergy_ZIP=-1.44, Synergy_Bliss=0.835, Synergy_Loewe=1.78, Synergy_HSA=1.94. (2) Drug 1: C1CC(C1)(C(=O)O)C(=O)O.[NH2-].[NH2-].[Pt+2]. Drug 2: CCN(CC)CCCC(C)NC1=C2C=C(C=CC2=NC3=C1C=CC(=C3)Cl)OC. Cell line: NCI-H460. Synergy scores: CSS=53.7, Synergy_ZIP=1.71, Synergy_Bliss=2.15, Synergy_Loewe=0.0743, Synergy_HSA=3.53. (3) Drug 1: C1=C(C(=O)NC(=O)N1)F. Drug 2: CCC1=C2CN3C(=CC4=C(C3=O)COC(=O)C4(CC)O)C2=NC5=C1C=C(C=C5)O. Cell line: CAKI-1. Synergy scores: CSS=58.3, Synergy_ZIP=4.04, Synergy_Bliss=3.39, Synergy_Loewe=-2.17, Synergy_HSA=8.52. (4) Drug 1: CC1OCC2C(O1)C(C(C(O2)OC3C4COC(=O)C4C(C5=CC6=C(C=C35)OCO6)C7=CC(=C(C(=C7)OC)O)OC)O)O. Drug 2: CC1=CC2C(CCC3(C2CCC3(C(=O)C)OC(=O)C)C)C4(C1=CC(=O)CC4)C. Cell line: A498. Synergy scores: CSS=32.6, Synergy_ZIP=1.20, Synergy_Bliss=3.34, Synergy_Loewe=-1.12, Synergy_HSA=6.28. (5) Cell line: HL-60(TB). Drug 1: COC1=NC(=NC2=C1N=CN2C3C(C(C(O3)CO)O)O)N. Synergy scores: CSS=32.5, Synergy_ZIP=-5.70, Synergy_Bliss=-8.71, Synergy_Loewe=-18.9, Synergy_HSA=-5.86. Drug 2: CC1C(C(CC(O1)OC2CC(CC3=C2C(=C4C(=C3O)C(=O)C5=CC=CC=C5C4=O)O)(C(=O)C)O)N)O. (6) Drug 1: CC1CCC2CC(C(=CC=CC=CC(CC(C(=O)C(C(C(=CC(C(=O)CC(OC(=O)C3CCCCN3C(=O)C(=O)C1(O2)O)C(C)CC4CCC(C(C4)OC)OCCO)C)C)O)OC)C)C)C)OC. Drug 2: C1=NNC2=C1C(=O)NC=N2. Cell line: HS 578T. Synergy scores: CSS=10.5, Synergy_ZIP=-5.30, Synergy_Bliss=-4.99, Synergy_Loewe=-24.4, Synergy_HSA=-6.11. (7) Drug 1: CC1C(C(CC(O1)OC2CC(CC3=C2C(=C4C(=C3O)C(=O)C5=C(C4=O)C(=CC=C5)OC)O)(C(=O)C)O)N)O.Cl. Drug 2: CC1=C(N=C(N=C1N)C(CC(=O)N)NCC(C(=O)N)N)C(=O)NC(C(C2=CN=CN2)OC3C(C(C(C(O3)CO)O)O)OC4C(C(C(C(O4)CO)O)OC(=O)N)O)C(=O)NC(C)C(C(C)C(=O)NC(C(C)O)C(=O)NCCC5=NC(=CS5)C6=NC(=CS6)C(=O)NCCC[S+](C)C)O. Cell line: NCI-H226. Synergy scores: CSS=24.7, Synergy_ZIP=-9.45, Synergy_Bliss=-2.80, Synergy_Loewe=-8.94, Synergy_HSA=-1.65.